The task is: Predict the product of the given reaction.. This data is from Forward reaction prediction with 1.9M reactions from USPTO patents (1976-2016). (1) The product is: [C:18]1([S:24][CH2:2][CH2:3][N:4]2[C:16]3[C:15]4[CH:14]=[CH:13][CH:12]=[CH:11][C:10]=4[N:9]=[C:8]([NH2:17])[C:7]=3[N:6]=[CH:5]2)[CH:23]=[CH:22][CH:21]=[CH:20][CH:19]=1. Given the reactants Cl[CH2:2][CH2:3][N:4]1[C:16]2[C:15]3[CH:14]=[CH:13][CH:12]=[CH:11][C:10]=3[N:9]=[C:8]([NH2:17])[C:7]=2[N:6]=[CH:5]1.[C:18]1([S-:24])[CH:23]=[CH:22][CH:21]=[CH:20][CH:19]=1.[Na+], predict the reaction product. (2) Given the reactants [C:1]([C:3]1[CH:8]=[CH:7][C:6](C(=O)C(C2C=CC(OC)=CC=2)C(OCC)=O)=[C:5]([CH3:25])[CH:4]=1)#[N:2], predict the reaction product. The product is: [CH3:25][C:5]1[CH:4]=[C:3]([CH:8]=[CH:7][CH:6]=1)[C:1]#[N:2]. (3) Given the reactants [BH4-].[Na+].[N+:3]([C:6]1[CH:7]=[C:8]([C:17]2[CH:22]=[CH:21][C:20]([C:23]([F:26])([F:25])[F:24])=[CH:19][CH:18]=2)[CH:9]=[CH:10][C:11]=1[NH:12][S:13]([CH3:16])(=[O:15])=[O:14])([O-])=O, predict the reaction product. The product is: [NH2:3][C:6]1[CH:7]=[C:8]([C:17]2[CH:22]=[CH:21][C:20]([C:23]([F:26])([F:24])[F:25])=[CH:19][CH:18]=2)[CH:9]=[CH:10][C:11]=1[NH:12][S:13]([CH3:16])(=[O:15])=[O:14].